This data is from Forward reaction prediction with 1.9M reactions from USPTO patents (1976-2016). The task is: Predict the product of the given reaction. Given the reactants Cl[CH2:2][C:3]1[N:4]=[N:5][C:6]([C:9]2[C:14]([F:15])=[CH:13][CH:12]=[CH:11][N:10]=2)=[CH:7][CH:8]=1.[N-:16]=[N+:17]=[N-:18].[Na+], predict the reaction product. The product is: [N:16]([CH2:2][C:3]1[N:4]=[N:5][C:6]([C:9]2[C:14]([F:15])=[CH:13][CH:12]=[CH:11][N:10]=2)=[CH:7][CH:8]=1)=[N+:17]=[N-:18].